Predict the product of the given reaction. From a dataset of Forward reaction prediction with 1.9M reactions from USPTO patents (1976-2016). Given the reactants Cl.[F:2][C:3]([F:14])([F:13])[C:4]1[N:9]=[CH:8][C:7]([C@H:10]([NH2:12])[CH3:11])=[CH:6][CH:5]=1.[C:23](O[C:23]([O:25][C:26]([CH3:29])(C)C)=[O:24])([O:25][C:26](C)(C)[CH3:29])=[O:24].[CH2:30](N(CC)CC)[CH3:31].[Cl-].[NH4+], predict the reaction product. The product is: [F:14][C:3]([F:13])([F:2])[C:4]1[N:9]=[CH:8][C:7]([C@H:10]([NH:12][C:23](=[O:24])[O:25][CH2:26][CH2:29][CH2:30][CH3:31])[CH3:11])=[CH:6][CH:5]=1.